This data is from Catalyst prediction with 721,799 reactions and 888 catalyst types from USPTO. The task is: Predict which catalyst facilitates the given reaction. (1) Reactant: [Cl-].[NH4+].C(O)C.O1CCCC1.[CH2:11]([O:18][C:19]1[CH:24]=[CH:23][C:22]([C:25]2[N:44]([CH2:45][O:46][CH2:47][CH2:48][Si:49]([CH3:52])([CH3:51])[CH3:50])[C:28]3[N:29]=[CH:30][N:31]=[C:32]([O:33][C:34]4[CH:39]=[CH:38][C:37]([N+:40]([O-])=O)=[C:36]([F:43])[CH:35]=4)[C:27]=3[CH:26]=2)=[CH:21][CH:20]=1)[C:12]1[CH:17]=[CH:16][CH:15]=[CH:14][CH:13]=1. Product: [CH2:11]([O:18][C:19]1[CH:24]=[CH:23][C:22]([C:25]2[N:44]([CH2:45][O:46][CH2:47][CH2:48][Si:49]([CH3:52])([CH3:51])[CH3:50])[C:28]3[N:29]=[CH:30][N:31]=[C:32]([O:33][C:34]4[CH:39]=[CH:38][C:37]([NH2:40])=[C:36]([F:43])[CH:35]=4)[C:27]=3[CH:26]=2)=[CH:21][CH:20]=1)[C:12]1[CH:13]=[CH:14][CH:15]=[CH:16][CH:17]=1. The catalyst class is: 150. (2) Reactant: [NH2:1][C:2]1[CH:3]=[C:4]2[C:8](=[CH:9][CH:10]=1)[CH2:7][CH:6]([C:11]([N:13]1[CH2:18][CH2:17][CH:16]([N:19]3[C:23]4[CH:24]=[CH:25][C:26]([CH3:28])=[CH:27][C:22]=4[N:21]=[C:20]3[C:29]([OH:32])([CH3:31])[CH3:30])[CH2:15][CH2:14]1)=O)[CH2:5]2.[H-].[Al+3].[Li+].[H-].[H-].[H-]. Product: [NH2:1][C:2]1[CH:3]=[C:4]2[C:8](=[CH:9][CH:10]=1)[CH2:7][CH:6]([CH2:11][N:13]1[CH2:14][CH2:15][CH:16]([N:19]3[C:23]4[CH:24]=[CH:25][C:26]([CH3:28])=[CH:27][C:22]=4[N:21]=[C:20]3[C:29]([OH:32])([CH3:30])[CH3:31])[CH2:17][CH2:18]1)[CH2:5]2. The catalyst class is: 1. (3) Reactant: [CH2:1]([N:3]=[C:4]=[S:5])[CH3:2].[CH2:6]([O:8][C:9](=[O:13])[CH2:10][C:11]#[N:12])[CH3:7].C(N(CC)CC)C. Product: [CH2:6]([O:8][C:9](=[O:13])[CH:10]([C:11]#[N:12])[C:4](=[S:5])[NH:3][CH2:1][CH3:2])[CH3:7]. The catalyst class is: 8. (4) Reactant: [CH3:1][C:2]1[CH:6]=[C:5]([CH3:7])[NH:4][C:3]=1[CH:8]=[C:9]1[C:17]2[C:12](=[CH:13][CH:14]=[C:15]([CH2:18][N:19]3[CH2:23][CH2:22][O:21][C:20]3=[O:24])[CH:16]=2)[NH:11][C:10]1=[O:25].[CH3:26][N:27]1[CH2:32][CH2:31][NH:30][CH2:29][CH2:28]1.[CH2:33]=O.[ClH:35]. Product: [ClH:35].[ClH:35].[CH3:1][C:2]1[C:6]([CH2:26][N:27]2[CH2:32][CH2:31][N:30]([CH3:33])[CH2:29][CH2:28]2)=[C:5]([CH3:7])[NH:4][C:3]=1[CH:8]=[C:9]1[C:17]2[C:12](=[CH:13][CH:14]=[C:15]([CH2:18][N:19]3[CH2:23][CH2:22][O:21][C:20]3=[O:24])[CH:16]=2)[NH:11][C:10]1=[O:25]. The catalyst class is: 15.